Task: Regression/Classification. Given a drug SMILES string, predict its toxicity properties. Task type varies by dataset: regression for continuous values (e.g., LD50, hERG inhibition percentage) or binary classification for toxic/non-toxic outcomes (e.g., AMES mutagenicity, cardiotoxicity, hepatotoxicity). Dataset: ld50_zhu.. Dataset: Acute oral toxicity (LD50) regression data from Zhu et al. (1) The drug is Cc1ccc(C)[nH]1. The rat oral LD50 is 3.21, given as -log10 of the dose in mol/kg body weight (higher means more acutely toxic). (2) The compound is Cc1cc(=O)[nH]c(=S)[nH]1. The rat oral LD50 is 1.71, given as -log10 of the dose in mol/kg body weight (higher means more acutely toxic). (3) The compound is CCOP(=O)(OCC)Oc1ccc(S(C)(=O)=O)c(C)c1. The rat oral LD50 is 4.60, given as -log10 of the dose in mol/kg body weight (higher means more acutely toxic).